From a dataset of NCI-60 drug combinations with 297,098 pairs across 59 cell lines. Regression. Given two drug SMILES strings and cell line genomic features, predict the synergy score measuring deviation from expected non-interaction effect. (1) Drug 1: CC1=CC=C(C=C1)C2=CC(=NN2C3=CC=C(C=C3)S(=O)(=O)N)C(F)(F)F. Drug 2: C(CC(=O)O)C(=O)CN.Cl. Cell line: BT-549. Synergy scores: CSS=5.98, Synergy_ZIP=-0.583, Synergy_Bliss=0.698, Synergy_Loewe=1.06, Synergy_HSA=0.311. (2) Drug 1: C1C(C(OC1N2C=C(C(=O)NC2=O)F)CO)O. Drug 2: C#CCC(CC1=CN=C2C(=N1)C(=NC(=N2)N)N)C3=CC=C(C=C3)C(=O)NC(CCC(=O)O)C(=O)O. Cell line: CCRF-CEM. Synergy scores: CSS=68.9, Synergy_ZIP=0.496, Synergy_Bliss=0.216, Synergy_Loewe=-4.52, Synergy_HSA=1.74.